This data is from Full USPTO retrosynthesis dataset with 1.9M reactions from patents (1976-2016). The task is: Predict the reactants needed to synthesize the given product. (1) Given the product [C:1]([O:5][C:6]([N:8]1[CH2:9][CH2:10][N:11]([C:14]2[CH:15]=[CH:16][C:17]([C:20]3[C:21]([CH3:43])=[N:22][O:23][C:24]=3[NH:25][C@H:26]([C:31]([O:33][CH3:34])=[O:32])[CH2:27][CH:28]([CH3:30])[CH3:29])=[CH:18][CH:19]=2)[CH2:12][CH2:13]1)=[O:7])([CH3:4])([CH3:2])[CH3:3], predict the reactants needed to synthesize it. The reactants are: [C:1]([O:5][C:6]([N:8]1[CH2:13][CH2:12][N:11]([C:14]2[CH:19]=[CH:18][C:17]([C:20]3[C:21]([CH3:43])=[N:22][O:23][C:24]=3[N:25](C(OCC(Cl)(Cl)Cl)=O)[C@H:26]([C:31]([O:33][CH3:34])=[O:32])[CH2:27][CH:28]([CH3:30])[CH3:29])=[CH:16][CH:15]=2)[CH2:10][CH2:9]1)=[O:7])([CH3:4])([CH3:3])[CH3:2].OP([O-])(O)=O.[K+]. (2) Given the product [Cl:25][C:22]1[CH:21]=[CH:20][C:19]([N:17]([CH3:18])[C:14]2[CH:15]=[CH:16][C:11]([C:10]([C:8]3[CH:7]=[CH:6][C:5]([C:27](=[O:37])[C:28]4[CH:33]=[CH:32][CH:31]=[C:30]([CH:34]([Cl:35])[Cl:36])[CH:29]=4)=[C:4]([CH:9]=3)[C:3]([OH:38])=[O:2])=[O:26])=[N:12][CH:13]=2)=[CH:24][CH:23]=1, predict the reactants needed to synthesize it. The reactants are: C[O:2][C:3](=[O:38])[C:4]1[CH:9]=[C:8]([C:10](=[O:26])[C:11]2[CH:16]=[CH:15][C:14]([N:17]([C:19]3[CH:24]=[CH:23][C:22]([Cl:25])=[CH:21][CH:20]=3)[CH3:18])=[CH:13][N:12]=2)[CH:7]=[CH:6][C:5]=1[C:27](=[O:37])[C:28]1[CH:33]=[CH:32][CH:31]=[C:30]([CH:34]([Cl:36])[Cl:35])[CH:29]=1.CCO.[OH-].[Na+].Cl.